From a dataset of Peptide-MHC class I binding affinity with 185,985 pairs from IEDB/IMGT. Regression. Given a peptide amino acid sequence and an MHC pseudo amino acid sequence, predict their binding affinity value. This is MHC class I binding data. (1) The peptide sequence is RTHEESLRL. The MHC is HLA-B58:01 with pseudo-sequence HLA-B58:01. The binding affinity (normalized) is 0.326. (2) The peptide sequence is TMPKTSRPTA. The MHC is Mamu-A01 with pseudo-sequence Mamu-A01. The binding affinity (normalized) is 0.466. (3) The MHC is HLA-A30:01 with pseudo-sequence HLA-A30:01. The peptide sequence is WRWKSQVTI. The binding affinity (normalized) is 0.0847. (4) The peptide sequence is LRISSSFSF. The MHC is HLA-A01:01 with pseudo-sequence HLA-A01:01. The binding affinity (normalized) is 0.197.